Dataset: Reaction yield outcomes from USPTO patents with 853,638 reactions. Task: Predict the reaction yield, written as a fraction of the theoretical maximum amount of product (1.0 means a 100% yield; for example, 0.34 means a 34% yield). The reactants are N[C:2]1[C:6]([C:7]#[N:8])=[C:5]([S:9][CH3:10])[S:4][C:3]=1[C:11]([O:13][CH2:14][CH3:15])=[O:12].[I:16]CI.N(OCCC(C)C)=O. The catalyst is C(#N)C.CCCCCC. The product is [C:7]([C:6]1[C:2]([I:16])=[C:3]([C:11]([O:13][CH2:14][CH3:15])=[O:12])[S:4][C:5]=1[S:9][CH3:10])#[N:8]. The yield is 0.450.